Task: Predict the product of the given reaction.. Dataset: Forward reaction prediction with 1.9M reactions from USPTO patents (1976-2016) (1) Given the reactants [NH2:1][C:2]1[N:3]=[C:4]([Cl:13])[CH:5]=[C:6]2[C:11]=1[C:10](=[O:12])[NH:9][CH:8]=[CH:7]2.C([O-])([O-])=O.[Cs+].[Cs+].I[CH2:21][CH3:22], predict the reaction product. The product is: [NH2:1][C:2]1[N:3]=[C:4]([Cl:13])[CH:5]=[C:6]2[C:11]=1[C:10](=[O:12])[N:9]([CH2:21][CH3:22])[CH:8]=[CH:7]2. (2) The product is: [Cl:23][C:22]1[CH:21]=[CH:20][C:12]([CH2:13][NH:14][C:15]([CH:17]2[CH2:18][CH2:19]2)=[O:16])=[CH:11][C:10]=1[CH2:9][OH:8]. Given the reactants [OH-].[Na+].C([SiH2][O:8][C:9](C)(C)[C:10]1[CH:11]=[C:12]([CH:20]=[CH:21][C:22]=1[Cl:23])[CH2:13][NH:14][C:15]([CH:17]1[CH2:19][CH2:18]1)=[O:16])(C)(C)C, predict the reaction product. (3) Given the reactants [Cl:1][C:2]1[CH:3]=[C:4]2[C:10]([C:11]3[N:16]=[C:15]([NH:17][C@H:18]4[CH2:23][CH2:22][CH2:21][CH2:20][C@@H:19]4[C:24]([OH:26])=[O:25])[C:14]([F:27])=[CH:13][N:12]=3)=[CH:9][NH:8][C:5]2=[N:6][CH:7]=1.Cl.[OH-].[Na+].[CH2:31](O)[CH3:32], predict the reaction product. The product is: [Cl:1][C:2]1[CH:3]=[C:4]2[C:10]([C:11]3[N:16]=[C:15]([NH:17][C@H:18]4[CH2:23][CH2:22][CH2:21][CH2:20][C@@H:19]4[C:24]([O:26][CH2:31][CH3:32])=[O:25])[C:14]([F:27])=[CH:13][N:12]=3)=[CH:9][NH:8][C:5]2=[N:6][CH:7]=1. (4) Given the reactants Br[C:2]1[N:7]([CH2:8][C:9]([O:11][CH3:12])=[O:10])[C:6](=[O:13])[C:5]([NH:14][CH:15]([CH3:17])[CH3:16])=[N:4][CH:3]=1.[O:18]([C:23]([NH:25][C:26]1[CH:27]=[C:28](B(O)O)[CH:29]=[C:30]([N+:32]([O-:34])=[O:33])[CH:31]=1)=[O:24])[C:19]([CH3:22])([CH3:21])[CH3:20].C(=O)([O-])[O-].[Na+].[Na+], predict the reaction product. The product is: [C:19]([O:18][C:23]([NH:25][C:26]1[CH:27]=[C:28]([C:2]2[N:7]([CH2:8][C:9]([O:11][CH3:12])=[O:10])[C:6](=[O:13])[C:5]([NH:14][CH:15]([CH3:17])[CH3:16])=[N:4][CH:3]=2)[CH:29]=[C:30]([N+:32]([O-:34])=[O:33])[CH:31]=1)=[O:24])([CH3:22])([CH3:20])[CH3:21].